Dataset: Reaction yield outcomes from USPTO patents with 853,638 reactions. Task: Predict the reaction yield, written as a fraction of the theoretical maximum amount of product (1.0 means a 100% yield; for example, 0.34 means a 34% yield). (1) The catalyst is CN(C)C=O.[I-].C([N+](CCCC)(CCCC)CCCC)CCC. The reactants are [OH:1][C:2]1[C:11]2[C:6](=[CH:7][CH:8]=[CH:9][CH:10]=2)[N:5]([NH:12][CH2:13][CH:14]([CH3:16])[CH3:15])[C:4](=[O:17])[C:3]=1[C:18]1[NH:23][C:22]2[CH:24]=[CH:25][C:26]([OH:28])=[CH:27][C:21]=2[S:20](=[O:30])(=[O:29])[N:19]=1.Cl[CH:32]([CH2:36][CH3:37])[C:33]([NH2:35])=[O:34].C(=O)([O-])[O-].[Cs+].[Cs+].Cl. The product is [OH:1][C:2]1[C:11]2[C:6](=[CH:7][CH:8]=[CH:9][CH:10]=2)[N:5]([NH:12][CH2:13][CH:14]([CH3:15])[CH3:16])[C:4](=[O:17])[C:3]=1[C:18]1[NH:23][C:22]2[CH:24]=[CH:25][C:26]([O:28][CH:32]([CH2:36][CH3:37])[C:33]([NH2:35])=[O:34])=[CH:27][C:21]=2[S:20](=[O:29])(=[O:30])[N:19]=1. The yield is 1.00. (2) The reactants are C([C:3]1([C:17]2([OH:28])[CH2:20][N:19]([C:21]([O:23][C:24]([CH3:27])([CH3:26])[CH3:25])=[O:22])[CH2:18]2)[CH2:8][CH2:7][CH2:6][CH:5]([CH3:9])[N:4]1[CH2:10][C:11]1[CH:16]=[CH:15][CH:14]=[CH:13][CH:12]=1)#N.C(O)(=O)C.C([BH3-])#N.[Na+]. The catalyst is C(O)C. The product is [OH:28][C:17]1([CH:3]2[CH2:8][CH2:7][CH2:6][CH:5]([CH3:9])[N:4]2[CH2:10][C:11]2[CH:12]=[CH:13][CH:14]=[CH:15][CH:16]=2)[CH2:20][N:19]([C:21]([O:23][C:24]([CH3:25])([CH3:26])[CH3:27])=[O:22])[CH2:18]1. The yield is 0.360. (3) The reactants are [F:1][C:2]1[CH:10]=[C:9]2[C:5]([C:6]([C:20]3[CH:21]=[CH:22][C:23]4[N:27]5[C:28](=[O:31])[CH2:29][CH2:30][C:26]5=[N:25][C:24]=4[CH:32]=3)=[CH:7][N:8]2[S:11]([C:14]2[CH:19]=[CH:18][CH:17]=[CH:16][CH:15]=2)(=[O:13])=[O:12])=[CH:4][CH:3]=1.[NH3:33]. The catalyst is C1COCC1. The product is [F:1][C:2]1[CH:10]=[C:9]2[C:5]([C:6]([C:20]3[CH:21]=[CH:22][C:23]4[NH:27][C:26]([CH2:30][CH2:29][C:28]([NH2:33])=[O:31])=[N:25][C:24]=4[CH:32]=3)=[CH:7][N:8]2[S:11]([C:14]2[CH:19]=[CH:18][CH:17]=[CH:16][CH:15]=2)(=[O:12])=[O:13])=[CH:4][CH:3]=1. The yield is 1.00. (4) The reactants are [F:1][C:2]1[CH:7]=[CH:6][CH:5]=[C:4]([F:8])[C:3]=1[N:9]1[C:14]2[N:15]=[C:16](S(C)(=O)=O)[N:17]=[C:18]([C:19]3[CH:24]=[CH:23][C:22]([F:25])=[CH:21][C:20]=3[CH3:26])[C:13]=2[CH:12]=[CH:11][C:10]1=[O:31].[CH2:32]([NH2:35])[CH2:33][NH2:34]. The catalyst is C1COCC1.C(OC(C)=O)C.O. The product is [F:1][C:2]1[CH:7]=[CH:6][CH:5]=[C:4]([F:8])[C:3]=1[N:9]1[C:14]2[N:15]=[C:16]([NH:34][CH2:33][CH2:32][NH2:35])[N:17]=[C:18]([C:19]3[CH:24]=[CH:23][C:22]([F:25])=[CH:21][C:20]=3[CH3:26])[C:13]=2[CH:12]=[CH:11][C:10]1=[O:31]. The yield is 0.890. (5) The reactants are Cl.[F:2][C:3]1[CH:4]=[C:5]([CH:8]=[CH:9][C:10]=1[NH:11][S:12]([CH3:15])(=[O:14])=[O:13])[CH2:6][NH2:7].[C:16]([C:20]1[N:25]=[C:24]([Cl:26])[C:23]([O:27][CH2:28][C:29](O)=[O:30])=[CH:22][CH:21]=1)([CH3:19])([CH3:18])[CH3:17]. The catalyst is C1COCC1. The product is [C:16]([C:20]1[N:25]=[C:24]([Cl:26])[C:23]([O:27][CH2:28][C:29]([NH:7][CH2:6][C:5]2[CH:8]=[CH:9][C:10]([NH:11][S:12]([CH3:15])(=[O:14])=[O:13])=[C:3]([F:2])[CH:4]=2)=[O:30])=[CH:22][CH:21]=1)([CH3:19])([CH3:17])[CH3:18]. The yield is 0.282. (6) The reactants are [CH3:1][CH2:2][C:3]1[CH2:22][N:20]2[CH2:21][C@@H:5]([CH2:6][C@:7]([C:56]([O:58][CH3:59])=[O:57])([C:23]3[CH:24]=[C:25]4[C@:33]56[C@@H:37]7[C@:38]([CH2:53][CH3:54])([C@@H:42]([O:49][C:50]([CH3:52])=[O:51])[C@:43]([OH:48])([C:44]([O:46][CH3:47])=[O:45])[C@@H:32]5[N:31]([CH3:55])[C:26]4=[CH:27][C:28]=3[O:29][CH3:30])[CH:39]=[CH:40][CH2:41][N:36]7[CH2:35][CH2:34]6)[C:8]3[NH:16][C:15]4[CH:14]=[CH:13][C:12]([Cl:17])=[CH:11][C:10]=4[C:9]=3[CH2:18][CH2:19]2)[CH:4]=1.Cl.C(C[OH:66])(F)(F)F.[BH4-].[Na+]. The catalyst is O.O.O.O.O.O.O.C([O-])(=O)C([O-])=O.[Fe+3].C([O-])(=O)C([O-])=O.C([O-])(=O)C([O-])=O.[Fe+3].CCOC(C)=O.CO.CCN(CC)CC. The product is [CH3:1][CH2:2][C@@:3]1([OH:66])[CH2:22][N:20]2[CH2:21][C@@H:5]([CH2:6][C@:7]([C:56]([O:58][CH3:59])=[O:57])([C:23]3[CH:24]=[C:25]4[C@:33]56[C@@H:37]7[C@:38]([CH2:53][CH3:54])([C@@H:42]([O:49][C:50]([CH3:52])=[O:51])[C@:43]([OH:48])([C:44]([O:46][CH3:47])=[O:45])[C@@H:32]5[N:31]([CH3:55])[C:26]4=[CH:27][C:28]=3[O:29][CH3:30])[CH:39]=[CH:40][CH2:41][N:36]7[CH2:35][CH2:34]6)[C:8]3[NH:16][C:15]4[CH:14]=[CH:13][C:12]([Cl:17])=[CH:11][C:10]=4[C:9]=3[CH2:18][CH2:19]2)[CH2:4]1. The yield is 0.420. (7) The reactants are [Cl:1][C:2]1[CH:3]=[C:4]([C:12]2[N:16]=[C:15]([C:17]3[CH:22]=[CH:21][C:20](/[CH:23]=[CH:24]\[C:25]([O:27]C)=[O:26])=[CH:19][CH:18]=3)[O:14][N:13]=2)[CH:5]=[CH:6][C:7]=1[O:8][CH:9]([CH3:11])[CH3:10].[OH-].[Na+].Cl. The catalyst is CCO. The product is [Cl:1][C:2]1[CH:3]=[C:4]([C:12]2[N:16]=[C:15]([C:17]3[CH:22]=[CH:21][C:20](/[CH:23]=[CH:24]\[C:25]([OH:27])=[O:26])=[CH:19][CH:18]=3)[O:14][N:13]=2)[CH:5]=[CH:6][C:7]=1[O:8][CH:9]([CH3:11])[CH3:10]. The yield is 0.283.